Task: Predict the product of the given reaction.. Dataset: Forward reaction prediction with 1.9M reactions from USPTO patents (1976-2016) (1) Given the reactants CCN=C=NCCCN(C)C.ClC1SC2NC(C(NC3CC4C(=CC=CC=4)N(CC(O)CO)C3=O)=O)=CC=2C=1.[Cl:40][C:41]1[S:70][C:44]2[NH:45][C:46]([C:48]([NH:50][CH:51]3[CH2:60][C:59]4[C:54](=[CH:55][CH:56]=[CH:57][CH:58]=4)[N:53]([CH2:61][C@@H:62]4CO[C:64](C)(C)[O:63]4)[C:52]3=[O:69])=[O:49])=[CH:47][C:43]=2[CH:42]=1, predict the reaction product. The product is: [Cl:40][C:41]1[S:70][C:44]2[NH:45][C:46]([C:48]([NH:50][CH:51]3[CH2:60][C:59]4[C:54](=[CH:55][CH:56]=[CH:57][CH:58]=4)[N:53]([CH2:61][CH2:62][O:63][CH3:64])[C:52]3=[O:69])=[O:49])=[CH:47][C:43]=2[CH:42]=1. (2) Given the reactants COC1C=C(OC)C=CC=1C[N:6]([C:25]1[S:29][N:28]=[CH:27][N:26]=1)[S:7]([C:10]1[CH:19]=[CH:18][C:17]2[C:12](=[CH:13][CH:14]=[CH:15][C:16]=2[CH:20]2[CH2:24][CH2:23][CH2:22][NH:21]2)[CH:11]=1)(=[O:9])=[O:8].COC(C)(C)C.C(=O)([O-])[O-].[Cs+].[Cs+].Br[C:49]1[CH:54]=[CH:53][CH:52]=[CH:51][N:50]=1, predict the reaction product. The product is: [N:50]1[CH:51]=[CH:52][CH:53]=[CH:54][C:49]=1[N:21]1[CH2:22][CH2:23][CH2:24][CH:20]1[C:16]1[CH:15]=[CH:14][CH:13]=[C:12]2[C:17]=1[CH:18]=[CH:19][C:10]([S:7]([NH:6][C:25]1[S:29][N:28]=[CH:27][N:26]=1)(=[O:9])=[O:8])=[CH:11]2. (3) Given the reactants [CH2:1]([O:8][CH2:9][C:10](C)([CH3:13])[C:11]#N)[C:2]1[CH:7]=[CH:6][CH:5]=[CH:4][CH:3]=1.[OH-].[K+].[C:17](=[O:20])([O-])[O-:18].[K+].[K+], predict the reaction product. The product is: [CH2:1]([O:8][CH2:9][C:10]([CH3:13])([CH3:11])[C:17]([OH:18])=[O:20])[C:2]1[CH:7]=[CH:6][CH:5]=[CH:4][CH:3]=1. (4) The product is: [CH:12]1([C:18]([NH:5][C:4]2[CH:6]=[CH:7][C:8]([N+:9]([O-:11])=[O:10])=[C:2]([F:1])[CH:3]=2)=[O:19])[CH2:17][CH2:16][CH2:15][CH2:14][CH2:13]1. Given the reactants [F:1][C:2]1[CH:3]=[C:4]([CH:6]=[CH:7][C:8]=1[N+:9]([O-:11])=[O:10])[NH2:5].[CH:12]1([C:18](Cl)=[O:19])[CH2:17][CH2:16][CH2:15][CH2:14][CH2:13]1, predict the reaction product. (5) Given the reactants [CH:1]1[C:13]2[CH:12]([CH2:14][O:15][C:16]([NH:18][CH2:19][CH2:20][CH2:21][CH2:22][CH2:23][C:24](O)=[O:25])=[O:17])[C:11]3[C:6](=[CH:7][CH:8]=[CH:9][CH:10]=3)[C:5]=2[CH:4]=[CH:3][CH:2]=1.C(N(CC)C(C)C)(C)C.CN(C(ON1N=NC2C=CC=NC1=2)=[N+](C)C)C.F[P-](F)(F)(F)(F)F.[NH2:60][CH2:61][C:62]([NH:64][C:65]1[CH:79]=[CH:78][C:68]([CH2:69][NH:70][C:71](=[O:77])[O:72][C:73]([CH3:76])([CH3:75])[CH3:74])=[CH:67][CH:66]=1)=[O:63], predict the reaction product. The product is: [C:73]([O:72][C:71]([NH:70][CH2:69][C:68]1[CH:67]=[CH:66][C:65]([NH:64][C:62](=[O:63])[CH2:61][NH:60][C:24](=[O:25])[CH2:23][CH2:22][CH2:21][CH2:20][CH2:19][NH:18][C:16](=[O:17])[O:15][CH2:14][CH:12]2[C:11]3[CH:10]=[CH:9][CH:8]=[CH:7][C:6]=3[C:5]3[C:13]2=[CH:1][CH:2]=[CH:3][CH:4]=3)=[CH:79][CH:78]=1)=[O:77])([CH3:74])([CH3:75])[CH3:76]. (6) Given the reactants [NH:1]1[CH2:5][CH2:4][CH2:3][CH2:2]1.[CH2:6](N(CC)CC)C.Br[CH:14]([CH3:19])[C:15]([O:17][CH3:18])=[O:16], predict the reaction product. The product is: [CH2:18]([O:17][C:15](=[O:16])[CH:14]([N:1]1[CH2:5][CH2:4][CH2:3][CH2:2]1)[CH3:19])[CH3:6]. (7) Given the reactants [Cl:1][C:2]1[CH:3]=[CH:4][C:5](=[O:8])[NH:6][N:7]=1.Cl.[CH3:10][N:11]([CH3:15])[CH2:12][CH2:13]Cl.C(=O)([O-])[O-].[K+].[K+].[I-].[Na+], predict the reaction product. The product is: [Cl:1][C:2]1[CH:3]=[CH:4][C:5](=[O:8])[N:6]([CH2:13][CH2:12][N:11]([CH3:15])[CH3:10])[N:7]=1. (8) Given the reactants [F:1][CH:2]([F:19])[CH:3]1[CH2:8][CH2:7][N:6](C(OCC2C=CC=CC=2)=O)[CH2:5][CH2:4]1.CC1C=C2N=C3C(=NC(NC3=O)=O)N(C[C@H](O)[C@H](O)[C@H](O)CO)C2=CC=1C.[H][H], predict the reaction product. The product is: [F:1][CH:2]([F:19])[CH:3]1[CH2:8][CH2:7][NH:6][CH2:5][CH2:4]1.